Dataset: Forward reaction prediction with 1.9M reactions from USPTO patents (1976-2016). Task: Predict the product of the given reaction. (1) Given the reactants [CH2:1]([N:8]1[CH2:13][CH2:12][CH2:11][CH2:10][C:9]1=O)[C:2]1[CH:7]=[CH:6][CH:5]=[CH:4][CH:3]=1.[Cl:15][C:16]1[CH:21]=[CH:20][C:19]([Mg]Br)=[CH:18][CH:17]=1.[Na+].[Cl-].C1C[O:29]CC1, predict the reaction product. The product is: [CH2:1]([N:8]1[CH2:13][CH2:12][C:11]([C:19]2[CH:20]=[CH:21][C:16]([Cl:15])=[CH:17][CH:18]=2)([OH:29])[CH2:10][CH2:9]1)[C:2]1[CH:7]=[CH:6][CH:5]=[CH:4][CH:3]=1. (2) Given the reactants [C:1]([O:5][C:6](=[O:26])[N:7]([CH2:16][CH2:17][C:18]1[C:23]([Cl:24])=[CH:22][CH:21]=[CH:20][C:19]=1[Cl:25])[CH2:8][C:9]1[CH:14]=[CH:13][CH:12]=[C:11](I)[CH:10]=1)([CH3:4])([CH3:3])[CH3:2].C[O-].[CH2:29]([Sn+](CCCC)CCCC)[CH2:30][CH2:31]C.C(OC=CC(=C)C)(=[O:44])C.C1(C)C=CC=CC=1P(C1C=CC=CC=1C)C1C=CC=CC=1C, predict the reaction product. The product is: [C:1]([O:5][C:6](=[O:26])[N:7]([CH2:16][CH2:17][C:18]1[C:23]([Cl:24])=[CH:22][CH:21]=[CH:20][C:19]=1[Cl:25])[CH2:8][C:9]1[CH:14]=[CH:13][CH:12]=[C:11]([CH2:29][C:30](=[O:44])[CH3:31])[CH:10]=1)([CH3:4])([CH3:3])[CH3:2]. (3) Given the reactants [Si:1]([O:8][CH2:9][C:10]1[C:16]([O:17][CH3:18])=[CH:15][C:13]([NH2:14])=[C:12]([Cl:19])[CH:11]=1)([C:4]([CH3:7])([CH3:6])[CH3:5])([CH3:3])[CH3:2].C(N(CC)CC)C.[Br:27][CH2:28][CH2:29][CH2:30][C:31](Cl)=[O:32].C(OCC)(=O)C, predict the reaction product. The product is: [Br:27][CH2:28][CH2:29][CH2:30][C:31]([NH:14][C:13]1[CH:15]=[C:16]([O:17][CH3:18])[C:10]([CH2:9][O:8][Si:1]([C:4]([CH3:7])([CH3:6])[CH3:5])([CH3:3])[CH3:2])=[CH:11][C:12]=1[Cl:19])=[O:32]. (4) Given the reactants [CH3:1][O:2][C:3]1[CH:4]=[C:5]([CH:12]=[CH:13][C:14]=1[C:15]([F:18])([F:17])[F:16])[C:6](N(OC)C)=O.[H-].[Al+3].[Li+].[H-].[H-].[H-].[OH-].[Na+].COC1C=C(C=CC=1C(F)(F)F)C=O.[C:41]([N:44]1[CH2:49][C:48](=[O:50])[N:47](C(=O)C)[CH2:46][C:45]1=[O:54])(=[O:43])[CH3:42].CC(C)([O-])C.[K+], predict the reaction product. The product is: [C:41]([N:44]1[CH2:49][C:48](=[O:50])[NH:47][C:46](=[CH:6][C:5]2[CH:12]=[CH:13][C:14]([C:15]([F:16])([F:17])[F:18])=[C:3]([O:2][CH3:1])[CH:4]=2)[C:45]1=[O:54])(=[O:43])[CH3:42].